Dataset: Peptide-MHC class II binding affinity with 134,281 pairs from IEDB. Task: Regression. Given a peptide amino acid sequence and an MHC pseudo amino acid sequence, predict their binding affinity value. This is MHC class II binding data. (1) The peptide sequence is WTGGGSDKALAAATP. The MHC is DRB1_0901 with pseudo-sequence DRB1_0901. The binding affinity (normalized) is 0.153. (2) The peptide sequence is RMFSSTLRAAVPWYA. The MHC is DRB5_0101 with pseudo-sequence DRB5_0101. The binding affinity (normalized) is 0.543. (3) The peptide sequence is MRNVFDDVVPADFKV. The MHC is DRB1_0301 with pseudo-sequence DRB1_0301. The binding affinity (normalized) is 0.715. (4) The MHC is HLA-DQA10101-DQB10501 with pseudo-sequence HLA-DQA10101-DQB10501. The binding affinity (normalized) is 0.277. The peptide sequence is LARALVRAVAESHGV. (5) The peptide sequence is YDKHLANVSTVLTGK. The MHC is DRB1_1302 with pseudo-sequence DRB1_1302. The binding affinity (normalized) is 0.542. (6) The peptide sequence is TTEEQKLIEDINVGF. The MHC is HLA-DPA10201-DPB10501 with pseudo-sequence HLA-DPA10201-DPB10501. The binding affinity (normalized) is 0.334.